Dataset: Reaction yield outcomes from USPTO patents with 853,638 reactions. Task: Predict the reaction yield, written as a fraction of the theoretical maximum amount of product (1.0 means a 100% yield; for example, 0.34 means a 34% yield). (1) The reactants are Cl[C:2]1[N:7]=[C:6]([NH:8][C:9]2[CH:14]=[CH:13][C:12]([O:15][CH2:16][CH3:17])=[CH:11][CH:10]=2)[C:5]([F:18])=[CH:4][N:3]=1.C(N(C(C)C)C(C)C)C.[CH2:28]1[CH2:38][O:37][C:36]2[CH:35]=[CH:34][C:32]([NH2:33])=[CH:31][C:30]=2[O:29]1. The catalyst is C(O)CO. The product is [CH2:16]([O:15][C:12]1[CH:13]=[CH:14][C:9]([NH:8][C:6]2[C:5]([F:18])=[CH:4][N:3]=[C:2]([NH:33][C:32]3[CH:34]=[CH:35][C:36]4[O:37][CH2:38][CH2:28][O:29][C:30]=4[CH:31]=3)[N:7]=2)=[CH:10][CH:11]=1)[CH3:17]. The yield is 0.600. (2) The reactants are [C:1]([O:4][C:5]1[CH:13]=[CH:12][C:11]([Cl:14])=[CH:10][C:6]=1[C:7]([OH:9])=O)(=[O:3])[CH3:2].[NH2:15][C:16]1[CH:21]=[CH:20][C:19]([N:22]2[C:26]([C:27]([F:30])([F:29])[F:28])=[CH:25][C:24]([C:31]([F:34])([F:33])[F:32])=[N:23]2)=[CH:18][CH:17]=1. No catalyst specified. The product is [C:1]([O:4][C:5]1[CH:13]=[CH:12][C:11]([Cl:14])=[CH:10][C:6]=1[C:7]([NH:15][C:16]1[CH:17]=[CH:18][C:19]([N:22]2[C:26]([C:27]([F:28])([F:29])[F:30])=[CH:25][C:24]([C:31]([F:34])([F:33])[F:32])=[N:23]2)=[CH:20][CH:21]=1)=[O:9])(=[O:3])[CH3:2]. The yield is 0.778. (3) The reactants are [NH:1]1[C:9]2[CH:8]=[CH:7][CH:6]=[C:5]([C:10]([O:12][CH3:13])=[O:11])[C:4]=2[CH:3]=[CH:2]1.[H-].[Na+].[CH2:16](Br)[C:17]1[CH:22]=[CH:21][CH:20]=[CH:19][CH:18]=1. The catalyst is CN(C=O)C. The product is [CH2:16]([N:1]1[C:9]2[CH:8]=[CH:7][CH:6]=[C:5]([C:10]([O:12][CH3:13])=[O:11])[C:4]=2[CH:3]=[CH:2]1)[C:17]1[CH:22]=[CH:21][CH:20]=[CH:19][CH:18]=1. The yield is 0.920. (4) The reactants are [NH2:1][C:2]1[CH:3]=[C:4]([C:19]2[C:20]([C:25]([OH:27])=[O:26])=[CH:21][CH:22]=[CH:23][CH:24]=2)[CH:5]=[CH:6][C:7]=1[O:8][C:9]1[CH:14]=[CH:13][CH:12]=[CH:11][C:10]=1[C:15]([CH3:18])([CH3:17])[CH3:16].[N:28]([C:31]1[CH:36]=[CH:35][C:34]([CH3:37])=[CH:33][CH:32]=1)=[C:29]=[O:30]. The catalyst is C1COCC1. The product is [C:15]([C:10]1[CH:11]=[CH:12][CH:13]=[CH:14][C:9]=1[O:8][C:7]1[CH:6]=[CH:5][C:4]([C:19]2[C:20]([C:25]([OH:27])=[O:26])=[CH:21][CH:22]=[CH:23][CH:24]=2)=[CH:3][C:2]=1[NH:1][C:29]([NH:28][C:31]1[CH:36]=[CH:35][C:34]([CH3:37])=[CH:33][CH:32]=1)=[O:30])([CH3:18])([CH3:17])[CH3:16]. The yield is 0.730. (5) The reactants are [NH2:1][C:2]1[CH:7]=[CH:6][C:5]([S:8]([CH:11]2[CH2:16][CH2:15][CH:14]([C:17]([O:19][CH3:20])=[O:18])[CH2:13][CH2:12]2)(=[O:10])=[O:9])=[CH:4][CH:3]=1.N1C=CC=CC=1.Cl[C:28](=[O:33])[C:29]([O:31][CH3:32])=[O:30]. The catalyst is C(Cl)Cl. The product is [CH3:32][O:31][C:29]([C:28]([NH:1][C:2]1[CH:7]=[CH:6][C:5]([S:8]([CH:11]2[CH2:12][CH2:13][CH:14]([C:17]([O:19][CH3:20])=[O:18])[CH2:15][CH2:16]2)(=[O:10])=[O:9])=[CH:4][CH:3]=1)=[O:33])=[O:30]. The yield is 1.00. (6) The reactants are [Cl:1][C:2]1[C:7]([CH:8]=C)=[CH:6][N:5]=[C:4]2[N:10]([CH2:13][O:14][CH2:15][CH2:16][Si:17]([CH3:20])([CH3:19])[CH3:18])[CH:11]=[N:12][C:3]=12.C([OH:25])(C)(C)C.C[N+]1([O-])CCOCC1.O1CCCC1.I([O-])(=O)(=O)=O.[Na+].C(O)(=O)C. The catalyst is O.[Os](=O)(=O)(=O)=O. The product is [Cl:1][C:2]1[C:7]([CH:8]=[O:25])=[CH:6][N:5]=[C:4]2[N:10]([CH2:13][O:14][CH2:15][CH2:16][Si:17]([CH3:20])([CH3:19])[CH3:18])[CH:11]=[N:12][C:3]=12. The yield is 0.630.